Dataset: Merck oncology drug combination screen with 23,052 pairs across 39 cell lines. Task: Regression. Given two drug SMILES strings and cell line genomic features, predict the synergy score measuring deviation from expected non-interaction effect. (1) Drug 1: Cn1nnc2c(C(N)=O)ncn2c1=O. Drug 2: CC(C)CC(NC(=O)C(Cc1ccccc1)NC(=O)c1cnccn1)B(O)O. Cell line: CAOV3. Synergy scores: synergy=-18.3. (2) Drug 1: O=S1(=O)NC2(CN1CC(F)(F)F)C1CCC2Cc2cc(C=CCN3CCC(C(F)(F)F)CC3)ccc2C1. Drug 2: NC(=O)c1cccc2cn(-c3ccc(C4CCCNC4)cc3)nc12. Cell line: SKMES1. Synergy scores: synergy=6.88.